From a dataset of Catalyst prediction with 721,799 reactions and 888 catalyst types from USPTO. Predict which catalyst facilitates the given reaction. (1) Reactant: [Br:1][C:2]1[CH:3]=[C:4]([NH:8][C:9]2[CH:16]=[CH:15][C:12]([C:13]#[N:14])=[CH:11][C:10]=2[N+:17]([O-])=O)[CH:5]=[CH:6][CH:7]=1.C.O.NN. Product: [NH2:17][C:10]1[CH:11]=[C:12]([CH:15]=[CH:16][C:9]=1[NH:8][C:4]1[CH:5]=[CH:6][CH:7]=[C:2]([Br:1])[CH:3]=1)[C:13]#[N:14]. The catalyst class is: 5. (2) Reactant: C([O:8][N:9]1[C:15](=[O:16])[N:14]2[CH2:17][C@@H:10]1[CH2:11][CH2:12][C@@H:13]2[C:18]([NH:20][NH:21][C:22]([CH:24]1[CH2:27][N:26]([C:28]([O:30][C:31]([CH3:34])([CH3:33])[CH3:32])=[O:29])[CH2:25]1)=[O:23])=[O:19])C1C=CC=CC=1.[H][H]. Product: [OH:8][N:9]1[C:15](=[O:16])[N:14]2[CH2:17][C@@H:10]1[CH2:11][CH2:12][C@@H:13]2[C:18]([NH:20][NH:21][C:22]([CH:24]1[CH2:25][N:26]([C:28]([O:30][C:31]([CH3:34])([CH3:33])[CH3:32])=[O:29])[CH2:27]1)=[O:23])=[O:19]. The catalyst class is: 19. (3) The catalyst class is: 4. Reactant: BrC1C=CC(O)=C(C(C2C=CC=CC=2)=O)C=1.COC1C=CC(CN)=CC=1.[Br:27][C:28]1[CH:33]=[CH:32][C:31]([OH:34])=[C:30]([C:35](=[N:42][CH2:43][C:44]2[CH:49]=[CH:48][C:47]([O:50][CH3:51])=[CH:46][CH:45]=2)[C:36]2[CH:41]=[CH:40][CH:39]=[CH:38][CH:37]=2)[CH:29]=1.C(O[BH-](OC(=O)C)OC(=O)C)(=O)C.[Na+].C(=O)(O)[O-].[Na+]. Product: [Br:27][C:28]1[CH:33]=[CH:32][C:31]([OH:34])=[C:30]([CH:35]([NH:42][CH2:43][C:44]2[CH:45]=[CH:46][C:47]([O:50][CH3:51])=[CH:48][CH:49]=2)[C:36]2[CH:37]=[CH:38][CH:39]=[CH:40][CH:41]=2)[CH:29]=1.